This data is from Catalyst prediction with 721,799 reactions and 888 catalyst types from USPTO. The task is: Predict which catalyst facilitates the given reaction. Reactant: [Cl:1][C:2]1[CH:7]=[CH:6][C:5]([NH:8][CH2:9][CH2:10][C:11]([O:13][CH2:14][CH3:15])=[O:12])=[C:4]([N+:16]([O-])=O)[CH:3]=1. Product: [NH2:16][C:4]1[CH:3]=[C:2]([Cl:1])[CH:7]=[CH:6][C:5]=1[NH:8][CH2:9][CH2:10][C:11]([O:13][CH2:14][CH3:15])=[O:12]. The catalyst class is: 94.